The task is: Predict the product of the given reaction.. This data is from Forward reaction prediction with 1.9M reactions from USPTO patents (1976-2016). Given the reactants [CH2:1]=[O:2].S(=O)(=O)(O)O.[CH:8]1[C:17]2[C:12](=[CH:13][CH:14]=[CH:15][CH:16]=2)[CH:11]=[CH:10][C:9]=1[CH2:18][OH:19].C(C1C=CC=CC=1)C, predict the reaction product. The product is: [CH2:18]=[O:19].[C:16]1([CH2:1][OH:2])[C:17]2[C:12](=[CH:11][CH:10]=[CH:9][CH:8]=2)[CH:13]=[CH:14][CH:15]=1.